This data is from Catalyst prediction with 721,799 reactions and 888 catalyst types from USPTO. The task is: Predict which catalyst facilitates the given reaction. Reactant: [CH3:1][O:2][C:3]1[CH:12]=[C:11]2[C:6]([C:7]([OH:13])=[CH:8][CH:9]=[N:10]2)=[CH:5][CH:4]=1.[N+:14]([O-])([OH:16])=[O:15]. Product: [CH3:1][O:2][C:3]1[CH:12]=[C:11]2[C:6]([C:7]([OH:13])=[C:8]([N+:14]([O-:16])=[O:15])[CH:9]=[N:10]2)=[CH:5][CH:4]=1. The catalyst class is: 796.